This data is from Full USPTO retrosynthesis dataset with 1.9M reactions from patents (1976-2016). The task is: Predict the reactants needed to synthesize the given product. (1) Given the product [C:16]([O-:19])([O-:18])=[O:17].[K+:20].[K+:20].[C:22]([O-:25])([O-:24])=[O:23].[Na+:26].[Na+:26], predict the reactants needed to synthesize it. The reactants are: OC(C(C1C=CC(CC(C)C)=CC=1)C)=O.[C:16](=[O:19])([O-:18])[O-:17].[K+:20].[K+].[C:22](=[O:25])([O-:24])[O-:23].[Na+:26].[Na+].C(O)[C@H]1O[C@H](O[C@@H]([C@H](O)[C@@H](O)CO)[C@H](O)CO)[C@H](O)[C@@H](O)[C@@H]1O. (2) Given the product [CH2:32]([C:29]1[C:28](=[O:40])[N:27]([CH:41]2[CH2:42][CH2:43][CH2:44][CH2:45]2)[C:25]2[N:26]=[C:21]([NH:20][C:17]3[CH:16]=[CH:15][C:14]([N:11]4[CH2:10][CH2:9][NH:8][CH2:13][CH2:12]4)=[CH:19][CH:18]=3)[N:22]=[CH:23][C:24]=2[C:30]=1[CH3:31])[C:33]1[CH:38]=[CH:37][CH:36]=[CH:35][CH:34]=1, predict the reactants needed to synthesize it. The reactants are: C(OC([N:8]1[CH2:13][CH2:12][N:11]([C:14]2[CH:19]=[CH:18][C:17]([NH:20][C:21]3[N:22]=[CH:23][C:24]4[C:30]([CH3:31])=[C:29]([CH:32](O)[C:33]5[CH:38]=[CH:37][CH:36]=[CH:35][CH:34]=5)[C:28](=[O:40])[N:27]([CH:41]5[CH2:45][CH2:44][CH2:43][CH2:42]5)[C:25]=4[N:26]=3)=[CH:16][CH:15]=2)[CH2:10][CH2:9]1)=O)(C)(C)C.FC(F)(F)C(O)=O.C([SiH](CC)CC)C.